From a dataset of Forward reaction prediction with 1.9M reactions from USPTO patents (1976-2016). Predict the product of the given reaction. (1) Given the reactants [NH2:1][CH2:2][CH2:3][CH2:4][CH2:5][CH2:6][C:7]([OH:9])=[O:8].C(=O)([O-])[O-].[Na+].[Na+].C(N1[C:25](=[O:26])[C:24]2=[CH:27][CH:28]=[CH:29][CH:30]=[C:23]2[C:22]1=[O:31])(OCC)=O, predict the reaction product. The product is: [C:22]1(=[O:31])[N:1]([CH2:2][CH2:3][CH2:4][CH2:5][CH2:6][C:7]([OH:9])=[O:8])[C:25](=[O:26])[C:24]2=[CH:27][CH:28]=[CH:29][CH:30]=[C:23]12. (2) Given the reactants C(=O)[C:2]1[CH:9]=[CH:8][C:5]([CH:6]=[O:7])=[CH:4][CH:3]=1.C(O)C.C(O[CH:17]([O:21][CH2:22][CH3:23])[O:18][CH2:19][CH3:20])C, predict the reaction product. The product is: [CH2:22]([O:21][CH:17]([O:18][CH2:19][CH3:20])[C:2]1[CH:9]=[CH:8][C:5]([CH:6]=[O:7])=[CH:4][CH:3]=1)[CH3:23]. (3) Given the reactants C(N[CH:5]([CH3:7])[CH3:6])(C)C.[CH2:8]([Li])[CH2:9][CH2:10][CH3:11].[CH3:13][CH2:8][CH2:9][CH2:10][CH2:11][CH3:13].[F:19][C:20]1[CH:25]=[C:24]([CH3:26])[CH:23]=[CH:22][N:21]=1.[OH2:27], predict the reaction product. The product is: [F:19][C:20]1[CH:25]=[C:24]([CH2:26][C:8]([C:9]2[CH:10]=[CH:11][CH:7]=[C:5]([CH3:6])[CH:13]=2)=[O:27])[CH:23]=[CH:22][N:21]=1. (4) The product is: [F:23][C:24]1([F:28])[CH2:27][N:26]([C:18]([C:12]2[S:13][C:14]3[CH2:15][CH2:16][O:17][C:8]4[CH:7]=[C:6]([C:4]5[CH:3]=[N:2][NH:1][CH:5]=5)[CH:22]=[CH:21][C:9]=4[C:10]=3[N:11]=2)=[O:20])[CH2:25]1. Given the reactants [NH:1]1[CH:5]=[C:4]([C:6]2[CH:22]=[CH:21][C:9]3[C:10]4[N:11]=[C:12]([C:18]([OH:20])=O)[S:13][C:14]=4[CH2:15][CH2:16][O:17][C:8]=3[CH:7]=2)[CH:3]=[N:2]1.[F:23][C:24]1([F:28])[CH2:27][NH:26][CH2:25]1, predict the reaction product. (5) Given the reactants C(OC(=O)[NH:7][C:8]1[C:17]([O:18][CH2:19][C:20]2[CH:25]=[CH:24][CH:23]=[CH:22][CH:21]=2)=[CH:16][C:15]2[C:10](=[CH:11][C:12]([O:26][CH3:27])=[CH:13][CH:14]=2)[CH:9]=1)(C)(C)C, predict the reaction product. The product is: [CH2:19]([O:18][C:17]1[C:8]([NH2:7])=[CH:9][C:10]2[C:15]([CH:16]=1)=[CH:14][CH:13]=[C:12]([O:26][CH3:27])[CH:11]=2)[C:20]1[CH:21]=[CH:22][CH:23]=[CH:24][CH:25]=1. (6) Given the reactants [Br:1]Br.[CH2:3]([O:5][C:6]([C:8]1[CH:12]=[C:11]([C:13]2[CH:18]=[CH:17][C:16]([Cl:19])=[CH:15][CH:14]=2)[N:10]([C:20]2[CH:25]=[CH:24][CH:23]=[CH:22][C:21]=2[Cl:26])[N:9]=1)=[O:7])[CH3:4], predict the reaction product. The product is: [CH2:3]([O:5][C:6]([C:8]1[C:12]([Br:1])=[C:11]([C:13]2[CH:14]=[CH:15][C:16]([Cl:19])=[CH:17][CH:18]=2)[N:10]([C:20]2[CH:25]=[CH:24][CH:23]=[CH:22][C:21]=2[Cl:26])[N:9]=1)=[O:7])[CH3:4]. (7) Given the reactants [F:1][C:2]([F:41])([F:40])[C:3]1[CH:4]=[C:5]([CH:13]([C:35]2[N:36]=[N:37][NH:38][N:39]=2)[N:14]2[C:23]3[C:18](=[CH:19][CH:20]=[C:21]([C:24]([F:27])([F:26])[F:25])[CH:22]=3)[N:17]([C:28]([O:30][CH2:31][CH3:32])=[O:29])[CH:16]([CH2:33][CH3:34])[CH2:15]2)[CH:6]=[C:7]([C:9]([F:12])([F:11])[F:10])[CH:8]=1.C(C1CNC2C(=CC=CC=2)N1)C.CCN(C(C)C)C(C)C.Br[CH2:64][CH2:65][C:66]([O:68][CH3:69])=[O:67], predict the reaction product. The product is: [F:41][C:2]([F:1])([F:40])[C:3]1[CH:4]=[C:5]([CH:13]([C:35]2[N:36]=[N:37][N:38]([CH2:64][CH2:65][C:66]([O:68][CH3:69])=[O:67])[N:39]=2)[N:14]2[C:23]3[C:18](=[CH:19][CH:20]=[C:21]([C:24]([F:25])([F:26])[F:27])[CH:22]=3)[N:17]([C:28]([O:30][CH2:31][CH3:32])=[O:29])[CH:16]([CH2:33][CH3:34])[CH2:15]2)[CH:6]=[C:7]([C:9]([F:12])([F:11])[F:10])[CH:8]=1. (8) Given the reactants [F:1][C:2]1[CH:3]=[C:4]([CH:18]=[CH:19][CH:20]=1)[CH2:5][O:6][C:7]1[CH:12]=[CH:11][C:10]([CH:13]=[CH:14][C:15](Cl)=[O:16])=[CH:9][CH:8]=1.[NH3:21], predict the reaction product. The product is: [F:1][C:2]1[CH:3]=[C:4]([CH:18]=[CH:19][CH:20]=1)[CH2:5][O:6][C:7]1[CH:12]=[CH:11][C:10]([CH:13]=[CH:14][C:15]([NH2:21])=[O:16])=[CH:9][CH:8]=1.